The task is: Predict the product of the given reaction.. This data is from Forward reaction prediction with 1.9M reactions from USPTO patents (1976-2016). Given the reactants [CH2:1]([CH:3]([O:6][C:7]1[CH:12]=[C:11]([CH3:13])[N:10]=[C:9]([NH:14][C:15]2[C:20]([CH3:21])=[CH:19][C:18]([CH3:22])=[CH:17][C:16]=2[CH3:23])[C:8]=1[NH2:24])[CH2:4][CH3:5])[CH3:2].[CH:25](OC)(OC)OC.O.C1(C)C=CC(S(O)(=O)=O)=CC=1, predict the reaction product. The product is: [CH2:1]([CH:3]([O:6][C:7]1[CH:12]=[C:11]([CH3:13])[N:10]=[C:9]2[N:14]([C:15]3[C:20]([CH3:21])=[CH:19][C:18]([CH3:22])=[CH:17][C:16]=3[CH3:23])[CH:25]=[N:24][C:8]=12)[CH2:4][CH3:5])[CH3:2].